Dataset: Full USPTO retrosynthesis dataset with 1.9M reactions from patents (1976-2016). Task: Predict the reactants needed to synthesize the given product. (1) The reactants are: [Cl:1][C:2]1[CH:10]=[CH:9][C:8]([S:11]([CH3:14])(=[O:13])=[O:12])=[CH:7][C:3]=1[C:4]([OH:6])=[O:5].Cl[C:16]1C=CC(S(O)=O)=C[C:17]=1C(O)=O.ICCC. Given the product [Cl:1][C:2]1[CH:10]=[CH:9][C:8]([S:11]([CH2:14][CH2:16][CH3:17])(=[O:13])=[O:12])=[CH:7][C:3]=1[C:4]([OH:6])=[O:5], predict the reactants needed to synthesize it. (2) Given the product [N:1]1([C:21]([O:20][C:17]([CH3:19])([CH3:18])[CH3:16])=[O:22])[CH2:6][CH2:5][CH:4]([C:7]([O:9][CH3:10])=[O:8])[CH2:3][CH2:2]1, predict the reactants needed to synthesize it. The reactants are: [NH:1]1[CH2:6][CH2:5][CH:4]([C:7]([O:9][CH3:10])=[O:8])[CH2:3][CH2:2]1.C([O-])(O)=O.[Na+].[CH3:16][C:17]([O:20][C:21](O[C:21]([O:20][C:17]([CH3:19])([CH3:18])[CH3:16])=[O:22])=[O:22])([CH3:19])[CH3:18]. (3) Given the product [F:12][C:6]1[CH:5]=[C:4]([C:2](=[O:3])[CH3:1])[CH:9]=[C:8]([F:10])[C:7]=1[S:14][CH3:13], predict the reactants needed to synthesize it. The reactants are: [CH3:1][C:2]([C:4]1[CH:9]=[C:8]([F:10])[C:7](F)=[C:6]([F:12])[CH:5]=1)=[O:3].[CH3:13][S-:14].[Na+].